From a dataset of Reaction yield outcomes from USPTO patents with 853,638 reactions. Predict the reaction yield, written as a fraction of the theoretical maximum amount of product (1.0 means a 100% yield; for example, 0.34 means a 34% yield). (1) The reactants are [CH3:1][C:2]1[N:7]=[C:6]([N:8]2[CH2:13][CH2:12][O:11][CH2:10][CH2:9]2)[C:5]([N+:14]([O-:16])=[O:15])=[C:4]([N:17]2[CH2:22][CH2:21][O:20][CH2:19][CH2:18]2)[N:3]=1.[CH:23](=O)[C:24]1[CH:29]=[CH:28][C:27]([O:30][CH3:31])=[CH:26][CH:25]=1.O. The catalyst is N1CCCCC1. The product is [CH3:31][O:30][C:27]1[CH:28]=[CH:29][C:24]([CH:23]=[CH:1][C:2]2[N:3]=[C:4]([N:17]3[CH2:18][CH2:19][O:20][CH2:21][CH2:22]3)[C:5]([N+:14]([O-:16])=[O:15])=[C:6]([N:8]3[CH2:9][CH2:10][O:11][CH2:12][CH2:13]3)[N:7]=2)=[CH:25][CH:26]=1. The yield is 0.580. (2) The reactants are Br[C:2]1[CH:3]=[C:4]([CH:10]=[CH:11][C:12]=1[C:13]#[N:14])[C:5]([O:7][CH2:8][CH3:9])=[O:6].CC1(C)C2C(=C(P(C3C=CC=CC=3)C3C=CC=CC=3)C=CC=2)OC2C(P(C3C=CC=CC=3)C3C=CC=CC=3)=CC=CC1=2.C(=O)([O-])[O-].[Cs+].[Cs+].[CH:63]1([NH2:68])[CH2:67][CH2:66][CH2:65][CH2:64]1. The catalyst is O1CCOCC1.C1C=CC(/C=C/C(/C=C/C2C=CC=CC=2)=O)=CC=1.C1C=CC(/C=C/C(/C=C/C2C=CC=CC=2)=O)=CC=1.C1C=CC(/C=C/C(/C=C/C2C=CC=CC=2)=O)=CC=1.[Pd].[Pd]. The product is [C:13]([C:12]1[CH:11]=[CH:10][C:4]([C:5]([O:7][CH2:8][CH3:9])=[O:6])=[CH:3][C:2]=1[NH:68][CH:63]1[CH2:67][CH2:66][CH2:65][CH2:64]1)#[N:14]. The yield is 0.720. (3) The reactants are [CH3:1][C:2]12[C:14]3[C:6](=[CH:7][C:8]([NH:15][C:16]4[N:21]=[CH:20][C:19]([C:22]([O:24]CC)=[O:23])=[CH:18][N:17]=4)=[CH:9][C:10]=3[CH2:11][CH2:12][CH2:13]1)[CH2:5][CH2:4][CH2:3]2.[OH-].[Na+].Cl. The catalyst is C(O)C. The product is [CH3:1][C:2]12[C:14]3[C:10](=[CH:9][C:8]([NH:15][C:16]4[N:21]=[CH:20][C:19]([C:22]([OH:24])=[O:23])=[CH:18][N:17]=4)=[CH:7][C:6]=3[CH2:5][CH2:4][CH2:3]1)[CH2:11][CH2:12][CH2:13]2. The yield is 0.740. (4) The reactants are [CH2:1]([S:8][C:9]([CH3:35])([CH:33]=O)[CH2:10][NH:11][C:12]([C:14]1[NH:15][C:16]2[C:21]([CH:22]=1)=[CH:20][CH:19]=[CH:18][C:17]=2[N:23]([CH3:32])[S:24]([C:27]1[S:28][CH:29]=[CH:30][CH:31]=1)(=[O:26])=[O:25])=[O:13])[C:2]1[CH:7]=[CH:6][CH:5]=[CH:4][CH:3]=1.[NH:36]1[CH2:41][CH2:40][O:39][CH2:38][CH2:37]1.C(O[BH-](OC(=O)C)OC(=O)C)(=O)C.[Na+].C(=O)([O-])O.[Na+]. The catalyst is ClCCCl. The product is [CH2:1]([S:8][C:9]([CH3:35])([CH2:33][N:36]1[CH2:41][CH2:40][O:39][CH2:38][CH2:37]1)[CH2:10][NH:11][C:12]([C:14]1[NH:15][C:16]2[C:21]([CH:22]=1)=[CH:20][CH:19]=[CH:18][C:17]=2[N:23]([CH3:32])[S:24]([C:27]1[S:28][CH:29]=[CH:30][CH:31]=1)(=[O:26])=[O:25])=[O:13])[C:2]1[CH:7]=[CH:6][CH:5]=[CH:4][CH:3]=1. The yield is 0.550. (5) The reactants are Br[C:2]1[N:7]=[C:6]([CH:8]=[O:9])[CH:5]=[CH:4][C:3]=1[O:10][CH2:11][CH2:12][O:13][Si:14]([C:17]([CH3:20])([CH3:19])[CH3:18])([CH3:16])[CH3:15].[CH3:21][S:22]([C:25]1[CH:26]=[C:27](B(O)O)[CH:28]=[CH:29][CH:30]=1)(=[O:24])=[O:23].C([O-])([O-])=O.[Na+].[Na+]. The catalyst is C1C=CC([P]([Pd]([P](C2C=CC=CC=2)(C2C=CC=CC=2)C2C=CC=CC=2)([P](C2C=CC=CC=2)(C2C=CC=CC=2)C2C=CC=CC=2)[P](C2C=CC=CC=2)(C2C=CC=CC=2)C2C=CC=CC=2)(C2C=CC=CC=2)C2C=CC=CC=2)=CC=1. The product is [Si:14]([O:13][CH2:12][CH2:11][O:10][C:3]1[CH:4]=[CH:5][C:6]([CH:8]=[O:9])=[N:7][C:2]=1[C:29]1[CH:28]=[CH:27][CH:26]=[C:25]([S:22]([CH3:21])(=[O:24])=[O:23])[CH:30]=1)([C:17]([CH3:20])([CH3:19])[CH3:18])([CH3:16])[CH3:15]. The yield is 0.820.